Dataset: NCI-60 drug combinations with 297,098 pairs across 59 cell lines. Task: Regression. Given two drug SMILES strings and cell line genomic features, predict the synergy score measuring deviation from expected non-interaction effect. (1) Drug 1: C1=C(C(=O)NC(=O)N1)N(CCCl)CCCl. Drug 2: CCCCC(=O)OCC(=O)C1(CC(C2=C(C1)C(=C3C(=C2O)C(=O)C4=C(C3=O)C=CC=C4OC)O)OC5CC(C(C(O5)C)O)NC(=O)C(F)(F)F)O. Cell line: SW-620. Synergy scores: CSS=22.2, Synergy_ZIP=-4.04, Synergy_Bliss=-1.01, Synergy_Loewe=-0.369, Synergy_HSA=-0.500. (2) Drug 1: CN(C)C1=NC(=NC(=N1)N(C)C)N(C)C. Drug 2: CC=C1C(=O)NC(C(=O)OC2CC(=O)NC(C(=O)NC(CSSCCC=C2)C(=O)N1)C(C)C)C(C)C. Cell line: SNB-19. Synergy scores: CSS=61.4, Synergy_ZIP=3.83, Synergy_Bliss=-0.649, Synergy_Loewe=-72.7, Synergy_HSA=-1.82. (3) Drug 1: CC12CCC(CC1=CCC3C2CCC4(C3CC=C4C5=CN=CC=C5)C)O. Drug 2: CC1=C2C(C(=O)C3(C(CC4C(C3C(C(C2(C)C)(CC1OC(=O)C(C(C5=CC=CC=C5)NC(=O)OC(C)(C)C)O)O)OC(=O)C6=CC=CC=C6)(CO4)OC(=O)C)O)C)O. Cell line: SW-620. Synergy scores: CSS=60.8, Synergy_ZIP=20.1, Synergy_Bliss=20.3, Synergy_Loewe=-22.2, Synergy_HSA=20.1. (4) Drug 1: CC1=C(C(=O)C2=C(C1=O)N3CC4C(C3(C2COC(=O)N)OC)N4)N. Drug 2: CC1C(C(CC(O1)OC2CC(CC3=C2C(=C4C(=C3O)C(=O)C5=CC=CC=C5C4=O)O)(C(=O)C)O)N)O. Synergy scores: CSS=41.4, Synergy_ZIP=-1.34, Synergy_Bliss=-0.163, Synergy_Loewe=-14.7, Synergy_HSA=1.43. Cell line: HCT116. (5) Drug 1: CC(C1=C(C=CC(=C1Cl)F)Cl)OC2=C(N=CC(=C2)C3=CN(N=C3)C4CCNCC4)N. Drug 2: C1=CC=C(C(=C1)C(C2=CC=C(C=C2)Cl)C(Cl)Cl)Cl. Cell line: HS 578T. Synergy scores: CSS=8.43, Synergy_ZIP=4.80, Synergy_Bliss=13.2, Synergy_Loewe=7.66, Synergy_HSA=7.59.